From a dataset of Full USPTO retrosynthesis dataset with 1.9M reactions from patents (1976-2016). Predict the reactants needed to synthesize the given product. Given the product [Cl:1][C:2]1[CH:9]=[CH:8][C:5]([CH:6]=[CH:11][C:10]([O:16][CH2:17][CH3:18])=[O:15])=[CH:4][CH:3]=1, predict the reactants needed to synthesize it. The reactants are: [Cl:1][C:2]1[CH:9]=[CH:8][C:5]([CH:6]=O)=[CH:4][CH:3]=1.[C:10]([O:16][CH2:17][CH3:18])(=[O:15])[CH2:11]C([O-])=O.